From a dataset of Forward reaction prediction with 1.9M reactions from USPTO patents (1976-2016). Predict the product of the given reaction. The product is: [Cl:31][C:32]1[CH:39]=[CH:38][CH:37]=[C:34]([C:35]#[N:36])[C:33]=1[N:40]1[C:44]2=[N:45][CH:46]=[N:47][C:48]([O:29][C@@H:12]([CH2:13][O:14][C@H:15]([CH3:28])[CH2:16][O:17][Si:18]([CH:25]([CH3:27])[CH3:26])([CH:19]([CH3:21])[CH3:20])[CH:22]([CH3:23])[CH3:24])[C:11]([NH:10][C:7]3[CH:6]=[CH:5][C:4]([Cl:3])=[CH:9][N:8]=3)=[O:30])=[C:43]2[CH:42]=[N:41]1. Given the reactants [H-].[Na+].[Cl:3][C:4]1[CH:5]=[CH:6][C:7]([NH:10][C:11](=[O:30])[C@@H:12]([OH:29])[CH2:13][O:14][C@H:15]([CH3:28])[CH2:16][O:17][Si:18]([CH:25]([CH3:27])[CH3:26])([CH:22]([CH3:24])[CH3:23])[CH:19]([CH3:21])[CH3:20])=[N:8][CH:9]=1.[Cl:31][C:32]1[C:33]([N:40]2[C:44]3=[N:45][CH:46]=[N:47][C:48](Cl)=[C:43]3[CH:42]=[N:41]2)=[C:34]([CH:37]=[CH:38][CH:39]=1)[C:35]#[N:36].C(O)(=O)CC(CC(O)=O)(C(O)=O)O, predict the reaction product.